This data is from NCI-60 drug combinations with 297,098 pairs across 59 cell lines. The task is: Regression. Given two drug SMILES strings and cell line genomic features, predict the synergy score measuring deviation from expected non-interaction effect. (1) Cell line: OVCAR-8. Drug 1: CC(C)NC(=O)C1=CC=C(C=C1)CNNC.Cl. Drug 2: C(CN)CNCCSP(=O)(O)O. Synergy scores: CSS=4.14, Synergy_ZIP=0.0712, Synergy_Bliss=1.59, Synergy_Loewe=2.05, Synergy_HSA=1.04. (2) Drug 1: CC12CCC3C(C1CCC2=O)CC(=C)C4=CC(=O)C=CC34C. Drug 2: C1=C(C(=O)NC(=O)N1)N(CCCl)CCCl. Cell line: U251. Synergy scores: CSS=49.1, Synergy_ZIP=0.586, Synergy_Bliss=-1.51, Synergy_Loewe=-9.60, Synergy_HSA=0.103. (3) Drug 1: C1=CC(=CC=C1CCCC(=O)O)N(CCCl)CCCl. Drug 2: CCC1(CC2CC(C3=C(CCN(C2)C1)C4=CC=CC=C4N3)(C5=C(C=C6C(=C5)C78CCN9C7C(C=CC9)(C(C(C8N6C=O)(C(=O)OC)O)OC(=O)C)CC)OC)C(=O)OC)O.OS(=O)(=O)O. Cell line: OVCAR-4. Synergy scores: CSS=2.79, Synergy_ZIP=-1.26, Synergy_Bliss=-2.11, Synergy_Loewe=-29.7, Synergy_HSA=-2.99.